From a dataset of Forward reaction prediction with 1.9M reactions from USPTO patents (1976-2016). Predict the product of the given reaction. (1) Given the reactants [O:1]=[S:2]1(=[O:27])[C:8]2[CH:9]=[CH:10][C:11](F)=[CH:12][C:7]=2[CH:6]([C:14]2[CH:19]=[CH:18][CH:17]=[CH:16][CH:15]=2)[CH:5]([OH:20])[C:4]([CH2:23][CH2:24][CH2:25][CH3:26])([CH2:21][CH3:22])[CH2:3]1.C(=O)([O-])[O-].[Cs+].[Cs+].[C:34]([O:38]CC)(=[O:37])[CH2:35][SH:36].O, predict the reaction product. The product is: [O:1]=[S:2]1(=[O:27])[C:8]2[CH:9]=[CH:10][C:11]([S:36][CH2:35][C:34]([OH:38])=[O:37])=[CH:12][C:7]=2[CH:6]([C:14]2[CH:19]=[CH:18][CH:17]=[CH:16][CH:15]=2)[CH:5]([OH:20])[C:4]([CH2:23][CH2:24][CH2:25][CH3:26])([CH2:21][CH3:22])[CH2:3]1. (2) Given the reactants [Cl:1][C:2]1[N:3]=[C:4]2[NH:12][C@H:11]([C:13]([F:16])([F:15])[F:14])[CH2:10][CH2:9][N:5]2[C:6](=[O:8])[CH:7]=1.Cl[CH2:18][C:19]1[C:27]2[C:22](=[CH:23][CH:24]=[CH:25][CH:26]=2)[N:21]([CH3:28])[N:20]=1, predict the reaction product. The product is: [Cl:1][C:2]1[N:3]=[C:4]2[N:12]([CH2:18][C:19]3[C:27]4[C:22](=[CH:23][CH:24]=[CH:25][CH:26]=4)[N:21]([CH3:28])[N:20]=3)[C@H:11]([C:13]([F:14])([F:15])[F:16])[CH2:10][CH2:9][N:5]2[C:6](=[O:8])[CH:7]=1.